This data is from Full USPTO retrosynthesis dataset with 1.9M reactions from patents (1976-2016). The task is: Predict the reactants needed to synthesize the given product. (1) Given the product [Br:32][C:11]1[C:12](=[O:22])[N:13]([CH2:14][CH2:15][C:16]2[CH:21]=[CH:20][CH:19]=[CH:18][CH:17]=2)[C:8]([C:4]2[CH:5]=[CH:6][CH:7]=[C:2]([F:1])[C:3]=2[O:24][CH2:25][C:26]2[CH:27]=[CH:28][CH:29]=[CH:30][CH:31]=2)=[N:9][C:10]=1[CH3:23], predict the reactants needed to synthesize it. The reactants are: [F:1][C:2]1[C:3]([O:24][CH2:25][C:26]2[CH:31]=[CH:30][CH:29]=[CH:28][CH:27]=2)=[C:4]([C:8]2[N:13]([CH2:14][CH2:15][C:16]3[CH:21]=[CH:20][CH:19]=[CH:18][CH:17]=3)[C:12](=[O:22])[CH:11]=[C:10]([CH3:23])[N:9]=2)[CH:5]=[CH:6][CH:7]=1.[Br:32]Br.C(OCC)(=O)C. (2) Given the product [CH:22]1([C:27]([OH:44])([CH2:28][C:29]2[O:34][C:33]([CH3:35])([CH3:36])[O:32][C:31](=[O:37])[CH:30]=2)[C:38]#[C:39][C:2]2[CH:7]=[CH:6][C:5]([C:8]3([C:11]#[N:12])[CH2:10][CH2:9]3)=[C:4]([F:13])[CH:3]=2)[CH2:26][CH2:25][CH2:24][CH2:23]1, predict the reactants needed to synthesize it. The reactants are: Br[C:2]1[CH:7]=[CH:6][C:5]([C:8]2([C:11]#[N:12])[CH2:10][CH2:9]2)=[C:4]([F:13])[CH:3]=1.IC1C=C(O)C=CC=1.[CH:22]1([C:27]([OH:44])([C:38]#[C:39][Si](C)(C)C)[CH2:28][C:29]2[O:34][C:33]([CH3:36])([CH3:35])[O:32][C:31](=[O:37])[CH:30]=2)[CH2:26][CH2:25][CH2:24][CH2:23]1. (3) Given the product [CH2:18]([N:8]1[CH2:9][CH:10]([C:11]2[CH:12]=[CH:13][C:14]([Cl:17])=[CH:15][CH:16]=2)[CH:6]([CH2:4][OH:3])[CH2:7]1)[C:19]1[CH:20]=[CH:21][CH:22]=[CH:23][CH:24]=1, predict the reactants needed to synthesize it. The reactants are: C([O:3][C:4]([CH:6]1[CH:10]([C:11]2[CH:16]=[CH:15][C:14]([Cl:17])=[CH:13][CH:12]=2)[CH2:9][N:8]([CH2:18][C:19]2[CH:24]=[CH:23][CH:22]=[CH:21][CH:20]=2)[CH2:7]1)=O)C.[H-].[H-].[H-].[H-].[Li+].[Al+3].O.[OH-].[Na+]. (4) Given the product [C:1]([N:4]1[CH2:5][CH2:6][C:7]([C:18]2[CH:23]=[C:22]([F:24])[CH:21]=[CH:20][C:19]=2[F:25])=[CH:8][CH:9]1[C:10]1[CH:11]=[C:12]([OH:16])[CH:13]=[CH:14][CH:15]=1)(=[O:3])[CH3:2], predict the reactants needed to synthesize it. The reactants are: [C:1]([N:4]1[CH:9]([C:10]2[CH:15]=[CH:14][CH:13]=[C:12]([O:16]C)[CH:11]=2)[CH:8]=[C:7]([C:18]2[CH:23]=[C:22]([F:24])[CH:21]=[CH:20][C:19]=2[F:25])[CH2:6][CH2:5]1)(=[O:3])[CH3:2].B(Br)(Br)Br. (5) Given the product [CH:14]1([C:2]2[CH:8]=[CH:7][C:5]([NH2:6])=[C:4]([F:9])[C:3]=2[C:10]([F:13])([F:12])[F:11])[CH2:16][CH2:15]1, predict the reactants needed to synthesize it. The reactants are: Br[C:2]1[CH:8]=[CH:7][C:5]([NH2:6])=[C:4]([F:9])[C:3]=1[C:10]([F:13])([F:12])[F:11].[CH:14]1(B(O)O)[CH2:16][CH2:15]1.[O-]P([O-])([O-])=O.[K+].[K+].[K+].C1(P(C2CCCCC2)C2CCCCC2)CCCCC1. (6) Given the product [Cl:1][C:2]1[CH:7]=[CH:6][C:5]([C:8]2([O:28][CH2:37][C:29]3[CH:34]=[CH:33][C:32]([CH2:35][OH:36])=[CH:31][CH:30]=3)[C:16]3[C:11](=[CH:12][CH:13]=[CH:14][CH:15]=3)[C:10](=[O:17])[N:9]2[CH2:18][C:19]2[CH:24]=[CH:23][C:22]([N+:25]([O-:27])=[O:26])=[CH:21][CH:20]=2)=[CH:4][CH:3]=1, predict the reactants needed to synthesize it. The reactants are: [Cl:1][C:2]1[CH:7]=[CH:6][C:5]([C:8]2([OH:28])[C:16]3[C:11](=[CH:12][CH:13]=[CH:14][CH:15]=3)[C:10](=[O:17])[N:9]2[CH2:18][C:19]2[CH:24]=[CH:23][C:22]([N+:25]([O-:27])=[O:26])=[CH:21][CH:20]=2)=[CH:4][CH:3]=1.[C:29]1([CH2:37]O)[CH:34]=[CH:33][C:32]([CH2:35][OH:36])=[CH:31][CH:30]=1.